The task is: Predict the reactants needed to synthesize the given product.. This data is from Full USPTO retrosynthesis dataset with 1.9M reactions from patents (1976-2016). (1) Given the product [Cl:1][C:2]1[CH:3]=[C:4]([C:9]2([C:21]([F:22])([F:24])[F:23])[O:13][N:12]=[C:11]([C:14]3[CH:15]=[C:16]([NH:17][C:25](=[O:28])[CH:26]=[CH2:27])[CH:18]=[CH:19][CH:20]=3)[CH2:10]2)[CH:5]=[C:6]([Cl:8])[CH:7]=1, predict the reactants needed to synthesize it. The reactants are: [Cl:1][C:2]1[CH:3]=[C:4]([C:9]2([C:21]([F:24])([F:23])[F:22])[O:13][N:12]=[C:11]([C:14]3[CH:15]=[C:16]([CH:18]=[CH:19][CH:20]=3)[NH2:17])[CH2:10]2)[CH:5]=[C:6]([Cl:8])[CH:7]=1.[C:25](Cl)(=[O:28])[CH:26]=[CH2:27].C(N(CC)CC)C.O. (2) Given the product [NH2:26][C:29]1[CH:30]=[CH:31][C:32]([C:35]2[CH:43]=[C:42]3[C:38]([CH2:39][N:40]([C@@H:45]4[CH2:49][CH2:48][CH2:47][C@@H:46]4[C:50]([O:52][CH3:53])=[O:51])[C:41]3=[O:44])=[CH:37][CH:36]=2)=[CH:33][CH:34]=1, predict the reactants needed to synthesize it. The reactants are: NC1C=CC(C2C=C3C(CN([C@@H](C(C)C)C(OC)=O)C3=O)=CC=2)=CC=1.[N+:26]([C:29]1[CH:34]=[CH:33][C:32]([C:35]2[CH:43]=[C:42]3[C:38]([CH2:39][N:40]([C@@H:45]4[CH2:49][CH2:48][CH2:47][C@@H:46]4[C:50]([O:52][CH3:53])=[O:51])[C:41]3=[O:44])=[CH:37][CH:36]=2)=[CH:31][CH:30]=1)([O-])=O.